Dataset: Forward reaction prediction with 1.9M reactions from USPTO patents (1976-2016). Task: Predict the product of the given reaction. (1) Given the reactants C([Li])CCC.Br[C:7]1[CH:8]=[C:9]2[C:14](=[CH:15][CH:16]=1)[N:13]=[C:12]([O:17][CH3:18])[C:11]([CH3:19])=[C:10]2[Cl:20].[CH3:21][C:22]1[S:23][C:24]([C:28]([C:30]2[N:34]([CH3:35])[N:33]=[N:32][CH:31]=2)=[O:29])=[C:25]([CH3:27])[N:26]=1.O, predict the reaction product. The product is: [Cl:20][C:10]1[C:9]2[C:14](=[CH:15][CH:16]=[C:7]([C:28]([C:24]3[S:23][C:22]([CH3:21])=[N:26][C:25]=3[CH3:27])([C:30]3[N:34]([CH3:35])[N:33]=[N:32][CH:31]=3)[OH:29])[CH:8]=2)[N:13]=[C:12]([O:17][CH3:18])[C:11]=1[CH3:19]. (2) Given the reactants C([O:3][C:4]([C:6]1[N:7]([C:27]2[CH:32]=[CH:31][C:30]([O:33][CH:34]([CH3:36])[CH3:35])=[CH:29][CH:28]=2)[C:8]2[C:13]([CH:14]=1)=[CH:12][CH:11]=[C:10]([O:15][C:16]1[CH:21]=[CH:20][C:19]([O:22][C:23]([F:26])([F:25])[F:24])=[CH:18][CH:17]=1)[CH:9]=2)=[O:5])C.[OH-].[Na+].Cl, predict the reaction product. The product is: [CH:34]([O:33][C:30]1[CH:31]=[CH:32][C:27]([N:7]2[C:8]3[C:13](=[CH:12][CH:11]=[C:10]([O:15][C:16]4[CH:21]=[CH:20][C:19]([O:22][C:23]([F:24])([F:25])[F:26])=[CH:18][CH:17]=4)[CH:9]=3)[CH:14]=[C:6]2[C:4]([OH:5])=[O:3])=[CH:28][CH:29]=1)([CH3:36])[CH3:35]. (3) Given the reactants [C:1]([O:7][CH3:8])(=[O:6])[CH2:2][C:3]([CH3:5])=[O:4].C(=O)([O-])[O-].[K+].[K+].Br[CH2:16][CH2:17]Br, predict the reaction product. The product is: [CH3:8][O:7][C:1]([C:2]1([C:3](=[O:4])[CH3:5])[CH2:17][CH2:16]1)=[O:6]. (4) Given the reactants C([O:4][C:5]1[C:14]2[CH:13]=[CH:12][N:11]3[C:15]([CH3:19])=[C:16]([CH3:18])[N:17]=[C:10]3[C:9]=2[N:8]([C:20](=[O:22])[CH3:21])[C@H:7]([C:23]2[CH:28]=[CH:27][CH:26]=[CH:25][CH:24]=2)[CH:6]=1)(=O)C.[Mn]([O-])(=O)(=O)=[O:30].[K+].S([O-])(O)=O.[Na+], predict the reaction product. The product is: [C:20]([N:8]1[C:9]2[C:10]3=[N:17][C:16]([CH3:18])=[C:15]([CH3:19])[N:11]3[CH:12]=[CH:13][C:14]=2[C:5](=[O:4])[C@H:6]([OH:30])[C@H:7]1[C:23]1[CH:24]=[CH:25][CH:26]=[CH:27][CH:28]=1)(=[O:22])[CH3:21]. (5) Given the reactants Br[C:2]1[CH:3]=[C:4]([Cl:16])[CH:5]=[C:6]2[C:10]=1[N:9]([CH3:11])[C:8]([C:12]([NH2:14])=[O:13])=[C:7]2[CH3:15].[Cl:17][C:18]1[CH:23]=[C:22]([Cl:24])[CH:21]=[CH:20][C:19]=1B(O)O, predict the reaction product. The product is: [Cl:16][C:4]1[CH:5]=[C:6]2[C:10](=[C:2]([C:21]3[CH:20]=[CH:19][C:18]([Cl:17])=[CH:23][C:22]=3[Cl:24])[CH:3]=1)[N:9]([CH3:11])[C:8]([C:12]([NH2:14])=[O:13])=[C:7]2[CH3:15]. (6) Given the reactants C([O:8][C:9]1[C:10](=[O:29])[N:11]([CH:26]([F:28])[F:27])[CH:12]=[C:13]([C:15]2[CH:20]=[CH:19][C:18]([Cl:21])=[C:17]([C:22]([F:25])([F:24])[F:23])[CH:16]=2)[CH:14]=1)C1C=CC=CC=1.C(S)C.B(F)(F)F.O(CC)CC, predict the reaction product. The product is: [Cl:21][C:18]1[CH:19]=[CH:20][C:15]([C:13]2[CH:14]=[C:9]([OH:8])[C:10](=[O:29])[N:11]([CH:26]([F:28])[F:27])[CH:12]=2)=[CH:16][C:17]=1[C:22]([F:25])([F:23])[F:24]. (7) Given the reactants [OH:1][C:2]1[CH:9]=[CH:8][C:7]([O:10][C:11]2[CH:16]=[CH:15][CH:14]=[CH:13][CH:12]=2)=[CH:6][C:3]=1[CH:4]=O.CC([O-])=O.[K+].Cl.[NH2:23][OH:24], predict the reaction product. The product is: [OH:1][C:2]1[CH:9]=[CH:8][C:7]([O:10][C:11]2[CH:16]=[CH:15][CH:14]=[CH:13][CH:12]=2)=[CH:6][C:3]=1[CH:4]=[N:23][OH:24]. (8) Given the reactants [Cl:1][CH:2]([C:13]1[C:18]([F:19])=[CH:17][CH:16]=[CH:15][C:14]=1[F:20])[S:3]([C:6]1[CH2:10][C:9]([CH3:12])([CH3:11])[O:8][N:7]=1)(=[O:5])=[O:4].[Cl:21]N1C(=O)CCC1=O, predict the reaction product. The product is: [Cl:1][C:2]([Cl:21])([C:13]1[C:14]([F:20])=[CH:15][CH:16]=[CH:17][C:18]=1[F:19])[S:3]([C:6]1[CH2:10][C:9]([CH3:12])([CH3:11])[O:8][N:7]=1)(=[O:4])=[O:5]. (9) Given the reactants [OH:1][C:2]1[CH:17]=[CH:16][C:5]([CH2:6][NH:7][C:8]2[CH:13]=[C:12]([CH3:14])[CH:11]=[CH:10][C:9]=2[OH:15])=[CH:4][C:3]=1[O:18][CH3:19].CCN(CC)CC.[C:27](OC(C(F)(F)F)=O)(C(F)(F)F)=[O:28], predict the reaction product. The product is: [OH:1][C:2]1[CH:17]=[CH:16][C:5]([CH2:6][N:7]2[C:8]3[CH:13]=[C:12]([CH3:14])[CH:11]=[CH:10][C:9]=3[O:15][C:27]2=[O:28])=[CH:4][C:3]=1[O:18][CH3:19]. (10) Given the reactants C[O:2][C:3](=O)[CH2:4][C:5]([C:8]1[CH:17]=[CH:16][C:11]([C:12]([O:14][CH3:15])=[O:13])=[CH:10][N:9]=1)([CH3:7])[CH3:6].[BH3-]C#N.[Na+], predict the reaction product. The product is: [CH3:6][C:5]1([CH3:7])[CH:8]2[N:9]([CH2:10][CH:11]([C:12]([O:14][CH3:15])=[O:13])[CH2:16][CH2:17]2)[C:3](=[O:2])[CH2:4]1.